This data is from Reaction yield outcomes from USPTO patents with 853,638 reactions. The task is: Predict the reaction yield, written as a fraction of the theoretical maximum amount of product (1.0 means a 100% yield; for example, 0.34 means a 34% yield). (1) The reactants are [NH2:1][C:2]1[N:7]=[CH:6][N:5]=[C:4]2[N:8]([CH2:25][C@H:26]3[CH2:30][CH2:29][CH2:28][N:27]3[C:31](=[O:48])[C:32]([C:46]#[N:47])=[CH:33][C@@H:34]3[CH2:38][CH2:37][CH2:36][N:35]3C(OC(C)(C)C)=O)[N:9]=[C:10]([C:11]3[CH:16]=[CH:15][C:14]([O:17][C:18]4[CH:23]=[CH:22][CH:21]=[CH:20][CH:19]=4)=[CH:13][C:12]=3[F:24])[C:3]=12.[ClH:49]. The catalyst is O1CCOCC1. The product is [ClH:49].[NH2:1][C:2]1[N:7]=[CH:6][N:5]=[C:4]2[N:8]([CH2:25][C@H:26]3[CH2:30][CH2:29][CH2:28][N:27]3[C:31]([C:32](=[CH:33][C@@H:34]3[CH2:38][CH2:37][CH2:36][NH:35]3)[C:46]#[N:47])=[O:48])[N:9]=[C:10]([C:11]3[CH:16]=[CH:15][C:14]([O:17][C:18]4[CH:23]=[CH:22][CH:21]=[CH:20][CH:19]=4)=[CH:13][C:12]=3[F:24])[C:3]=12. The yield is 0.590. (2) The reactants are C(=O)([O-])[O-].[K+].[K+].ClC1C=C(C=CC=1)C(O)=O.[NH:17]1[C:21]2=[N+:22]([O-:26])[CH:23]=[CH:24][CH:25]=[C:20]2[CH:19]=[CH:18]1. The catalyst is O. The product is [NH:17]1[C:21]2=[N+:22]([O-:26])[CH:23]=[CH:24][CH:25]=[C:20]2[CH:19]=[CH:18]1. The yield is 0.730. (3) The reactants are [C:1]1([C:7]2[NH:11][N:10]=[N:9][N:8]=2)[CH:6]=[CH:5][CH:4]=[CH:3][CH:2]=1.C(N(CC)CC)C.Cl[C:20]([C:33]1[CH:38]=[CH:37][CH:36]=[CH:35][CH:34]=1)([C:27]1[CH:32]=[CH:31][CH:30]=[CH:29][CH:28]=1)[C:21]1[CH:26]=[CH:25][CH:24]=[CH:23][CH:22]=1. The catalyst is C(Cl)Cl. The product is [C:1]1([C:7]2[N:11]([C:20]([C:21]3[CH:26]=[CH:25][CH:24]=[CH:23][CH:22]=3)([C:33]3[CH:34]=[CH:35][CH:36]=[CH:37][CH:38]=3)[C:27]3[CH:28]=[CH:29][CH:30]=[CH:31][CH:32]=3)[N:10]=[N:9][N:8]=2)[CH:2]=[CH:3][CH:4]=[CH:5][CH:6]=1. The yield is 0.940. (4) The reactants are [N+:1]([C:4]1[CH:8]=[CH:7][N:6]([CH2:9][CH:10]([CH3:12])[CH3:11])[N:5]=1)([O-])=O.CO.[H][H]. The catalyst is C(OCC)(=O)C.[Pd]. The product is [CH2:9]([N:6]1[CH:7]=[CH:8][C:4]([NH2:1])=[N:5]1)[CH:10]([CH3:12])[CH3:11]. The yield is 0.860. (5) The reactants are IC.[CH3:3][C:4]([N+:14]([O-:16])=[O:15])([CH3:13])[CH2:5][C:6]1[CH:11]=[CH:10][C:9]([OH:12])=[CH:8][CH:7]=1.[C:17](=O)([O-])[O-].[K+].[K+]. The catalyst is O1CCCC1.CN(C)C=O. The product is [CH3:17][O:12][C:9]1[CH:10]=[CH:11][C:6]([CH2:5][C:4]([CH3:3])([N+:14]([O-:16])=[O:15])[CH3:13])=[CH:7][CH:8]=1. The yield is 0.620. (6) The reactants are C([O:3][C:4]([C:6]1[C:7]([N:14]([CH3:16])[NH2:15])=[N:8][C:9]([S:12][CH3:13])=[N:10][CH:11]=1)=O)C.[OH-].[K+]. The catalyst is C(O)(=O)C. The product is [CH3:16][N:14]1[C:7]2=[N:8][C:9]([S:12][CH3:13])=[N:10][CH:11]=[C:6]2[C:4](=[O:3])[NH:15]1. The yield is 0.950. (7) The reactants are [F:1][CH:2]([F:32])[C:3]1[C:4]([C:26]2[CH:27]=[N:28][N:29]([CH3:31])[CH:30]=2)=[CH:5][C:6]([F:25])=[C:7]([NH:9][C:10]2[C:14]3[CH2:15][NH:16][CH2:17][CH2:18][C:13]=3[N:12]([CH:19]3[CH2:24][CH2:23][O:22][CH2:21][CH2:20]3)[N:11]=2)[CH:8]=1.C(N(CC)C(C)C)(C)C.[C:42](Cl)(=[O:45])[CH2:43][CH3:44].O. The catalyst is C(Cl)Cl. The product is [F:32][CH:2]([F:1])[C:3]1[C:4]([C:26]2[CH:27]=[N:28][N:29]([CH3:31])[CH:30]=2)=[CH:5][C:6]([F:25])=[C:7]([CH:8]=1)[NH:9][C:10]1[C:14]2[CH2:15][N:16]([C:42](=[O:45])[CH2:43][CH3:44])[CH2:17][CH2:18][C:13]=2[N:12]([CH:19]2[CH2:20][CH2:21][O:22][CH2:23][CH2:24]2)[N:11]=1. The yield is 0.190.